From a dataset of CYP2C19 inhibition data for predicting drug metabolism from PubChem BioAssay. Regression/Classification. Given a drug SMILES string, predict its absorption, distribution, metabolism, or excretion properties. Task type varies by dataset: regression for continuous measurements (e.g., permeability, clearance, half-life) or binary classification for categorical outcomes (e.g., BBB penetration, CYP inhibition). Dataset: cyp2c19_veith. (1) The molecule is Cl.O=C(NCCCn1ccnc1)c1ccc(S(=O)(=O)N2CCCCCC2)cc1. The result is 1 (inhibitor). (2) The drug is CC(C)CO/N=C1/C[C@@H](O)[C@@H](O)[C@H]2[C@@H]1CC[C@@H]1C(=O)N(Cc3ccc4c(c3)OCO4)C(=O)[C@H]12. The result is 1 (inhibitor). (3) The molecule is COCCn1c(=O)c(-c2ccc(F)cc2)nc2cnc(OC)nc21. The result is 0 (non-inhibitor). (4) The molecule is C=C(C)[C@H]1CC[C@]2(CO)CC[C@]3(C)[C@@H](CC[C@@H]4[C@]3(C)CC[C@H]3C(C)(C)[C@H](O)CC[C@]43C)[C@H]12. The result is 0 (non-inhibitor). (5) The drug is CCOc1ccc(N(C(C)C(=O)N/N=C(\C)c2cccc(NC(=O)c3ccccc3)c2)S(C)(=O)=O)cc1. The result is 1 (inhibitor).